From a dataset of Reaction yield outcomes from USPTO patents with 853,638 reactions. Predict the reaction yield, written as a fraction of the theoretical maximum amount of product (1.0 means a 100% yield; for example, 0.34 means a 34% yield). (1) The reactants are [Br:1][C:2]1[CH:10]=[CH:9][C:5]([C:6](O)=[O:7])=[CH:4][N:3]=1.[CH3:11][NH:12][CH3:13]. The catalyst is CS(C)=O.ClCCl. The product is [Br:1][C:2]1[CH:10]=[CH:9][C:5]([C:6]([N:12]([CH3:13])[CH3:11])=[O:7])=[CH:4][N:3]=1. The yield is 0.460. (2) The reactants are [Cl:1][C:2]1[CH:7]=[CH:6][C:5]([C:8]2[C:17]([O:18][CH2:19][C:20]#[N:21])=[CH:16][CH:15]=[C:14]3[C:9]=2[CH:10]=[CH:11][C:12]([CH2:22][NH:23][C:24]([C:26]2[C:30]4[CH:31]=[CH:32][CH:33]=[CH:34][C:29]=4[O:28][C:27]=2[CH2:35][CH2:36][CH2:37][CH3:38])=[O:25])=[CH:13]3)=[CH:4][CH:3]=1.[N-:39]=[N+:40]=[N-:41].[Na+].[Cl-].[NH4+].[OH-].[Na+]. The catalyst is CN(C=O)C.O. The product is [Cl:1][C:2]1[CH:3]=[CH:4][C:5]([C:8]2[C:17]([O:18][CH2:19][C:20]3[NH:41][N:40]=[N:39][N:21]=3)=[CH:16][CH:15]=[C:14]3[C:9]=2[CH:10]=[CH:11][C:12]([CH2:22][NH:23][C:24]([C:26]2[C:30]4[CH:31]=[CH:32][CH:33]=[CH:34][C:29]=4[O:28][C:27]=2[CH2:35][CH2:36][CH2:37][CH3:38])=[O:25])=[CH:13]3)=[CH:6][CH:7]=1. The yield is 0.910. (3) The product is [CH2:43]([NH:42][C:40](=[O:41])[CH2:39][N:27]1[CH2:28][CH2:29][CH:24]([C:22]2[CH:21]=[CH:20][C:17]3[C:18]4[N:12]([CH:11]=[C:10]([C:9]5[N:5]([CH:2]([CH3:4])[CH3:3])[N:6]=[C:7]([CH3:30])[N:8]=5)[N:19]=4)[CH2:13][CH2:14][O:15][C:16]=3[CH:23]=2)[CH2:25][CH2:26]1)[CH3:44]. The yield is 0.550. The catalyst is C(Cl)Cl.[I-].C([N+](CCCC)(CCCC)CCCC)CCC. The reactants are Cl.[CH:2]([N:5]1[C:9]([C:10]2[N:19]=[C:18]3[N:12]([CH2:13][CH2:14][O:15][C:16]4[CH:23]=[C:22]([CH:24]5[CH2:29][CH2:28][NH:27][CH2:26][CH2:25]5)[CH:21]=[CH:20][C:17]=43)[CH:11]=2)=[N:8][C:7]([CH3:30])=[N:6]1)([CH3:4])[CH3:3].C(N(CC)CC)C.Cl[CH2:39][C:40]([NH:42][CH2:43][CH3:44])=[O:41]. (4) The reactants are [CH3:1][O:2][C:3]([C:5]#[C:6][C:7]([O:9][CH3:10])=[O:8])=[O:4].[NH2:11][NH2:12]. The catalyst is C(OCC)C.C1COCC1. The product is [CH3:1][O:2][C:3](=[O:4])/[C:5](/[NH:11][NH2:12])=[CH:6]\[C:7]([O:9][CH3:10])=[O:8]. The yield is 0.350. (5) The reactants are [F:1][C:2]1[CH:10]=[CH:9][C:8]([CH2:11][C:12]2[C:21]3[C:16](=[CH:17][CH:18]=[CH:19][CH:20]=3)[C:15](=[O:22])[NH:14][N:13]=2)=[CH:7][C:3]=1[C:4](O)=[O:5].[N:23]1(C(OC(C)(C)C)=O)[CH2:29][CH2:28][CH2:27][NH:26][CH2:25][CH2:24]1. No catalyst specified. The product is [N:23]1([C:4]([C:3]2[CH:7]=[C:8]([CH:9]=[CH:10][C:2]=2[F:1])[CH2:11][C:12]2[C:21]3[C:16](=[CH:17][CH:18]=[CH:19][CH:20]=3)[C:15](=[O:22])[NH:14][N:13]=2)=[O:5])[CH2:29][CH2:28][CH2:27][NH:26][CH2:25][CH2:24]1. The yield is 0.680.